Dataset: Forward reaction prediction with 1.9M reactions from USPTO patents (1976-2016). Task: Predict the product of the given reaction. (1) Given the reactants [C:1](Cl)(=[O:5])[C:2]([Cl:4])=[O:3].[CH2:7]([OH:10])[C:8]#[CH:9].N1C=CC=CC=1, predict the reaction product. The product is: [Cl:4][C:2](=[O:3])[C:1]([O:10][C:7]#[C:8][CH3:9])=[O:5]. (2) Given the reactants [C:1]1([C:7]2[C:16]([CH2:17][NH2:18])=[C:15]([C:19]3[CH:24]=[CH:23][CH:22]=[CH:21][CH:20]=3)[C:14]3[C:9](=[N:10][CH:11]=[CH:12][CH:13]=3)[N:8]=2)[CH:6]=[CH:5][CH:4]=[CH:3][CH:2]=1.CCN(C(C)C)C(C)C.[NH2:34][C:35]1[C:40]([C:41]#[N:42])=[C:39](Cl)[N:38]=[CH:37][N:36]=1, predict the reaction product. The product is: [NH2:34][C:35]1[C:40]([C:41]#[N:42])=[C:39]([NH:18][CH2:17][C:16]2[C:7]([C:1]3[CH:6]=[CH:5][CH:4]=[CH:3][CH:2]=3)=[N:8][C:9]3[C:14]([C:15]=2[C:19]2[CH:20]=[CH:21][CH:22]=[CH:23][CH:24]=2)=[CH:13][CH:12]=[CH:11][N:10]=3)[N:38]=[CH:37][N:36]=1. (3) Given the reactants [Cl:1][C:2]1[CH:3]=[C:4]([NH:8][CH2:9][C:10]2[C:19]3[C:14](=[C:15]([F:20])[CH:16]=[CH:17][CH:18]=3)[NH:13][C:12](=[O:21])[CH:11]=2)[CH:5]=[CH:6][CH:7]=1.[C:22]([C:24]1[CH:32]=[CH:31][C:27]([C:28](O)=[O:29])=[CH:26][CH:25]=1)#[N:23], predict the reaction product. The product is: [Cl:1][C:2]1[CH:3]=[C:4]([N:8]([CH2:9][C:10]2[C:19]3[C:14](=[C:15]([F:20])[CH:16]=[CH:17][CH:18]=3)[NH:13][C:12](=[O:21])[CH:11]=2)[C:28](=[O:29])[C:27]2[CH:31]=[CH:32][C:24]([C:22]#[N:23])=[CH:25][CH:26]=2)[CH:5]=[CH:6][CH:7]=1.